Dataset: Reaction yield outcomes from USPTO patents with 853,638 reactions. Task: Predict the reaction yield, written as a fraction of the theoretical maximum amount of product (1.0 means a 100% yield; for example, 0.34 means a 34% yield). The reactants are [C:1]([NH:4][NH:5][C:6](=O)[CH2:7][O:8][C@H:9]1[CH2:14][CH2:13][C@H:12]([N:15]2[C:20](=[O:21])[C:19]([CH2:22][C:23]3[CH:28]=[CH:27][C:26]([C:29]4[CH:34]=[CH:33][CH:32]=[CH:31][C:30]=4[C:35]#[N:36])=[CH:25][CH:24]=3)=[C:18]([CH2:37][CH2:38][CH3:39])[N:17]3[N:40]=[CH:41][N:42]=[C:16]23)[CH2:11][CH2:10]1)(=[O:3])[CH3:2].CC1C=CC(S(Cl)(=O)=O)=CC=1.N1C=CC=CC=1.Cl. The catalyst is C(OCC)(=O)C. The product is [CH3:2][C:1]1[O:3][C:6]([CH2:7][O:8][C@H:9]2[CH2:14][CH2:13][C@H:12]([N:15]3[C:20](=[O:21])[C:19]([CH2:22][C:23]4[CH:28]=[CH:27][C:26]([C:29]5[C:30]([C:35]#[N:36])=[CH:31][CH:32]=[CH:33][CH:34]=5)=[CH:25][CH:24]=4)=[C:18]([CH2:37][CH2:38][CH3:39])[N:17]4[N:40]=[CH:41][N:42]=[C:16]34)[CH2:11][CH2:10]2)=[N:5][N:4]=1. The yield is 0.600.